Dataset: Forward reaction prediction with 1.9M reactions from USPTO patents (1976-2016). Task: Predict the product of the given reaction. (1) Given the reactants Cl.ClCl.[O:4]=[CH:5][C@@H:6]([C@H:8]([C@@H:10]([C@@H:12]([CH2:14][OH:15])[OH:13])[OH:11])[OH:9])[OH:7], predict the reaction product. The product is: [CH:10]1[CH:8]=[C:6]([CH:5]=[O:4])[O:13][C:12]=1[CH2:14][OH:15].[O:4]=[CH:5][C@@H:6]([C@H:8]([C@@H:10]([C@@H:12]([CH2:14][OH:15])[OH:13])[OH:11])[OH:9])[OH:7]. (2) Given the reactants [CH3:1][C:2]([CH3:15])=[CH:3][C:4]1[CH:12]=[CH:11][CH:10]=[C:9]2[C:5]=1[C:6](=O)[C:7](=[O:13])[NH:8]2.IC1C=CC=C2C=1C(=O)C(=O)N2.CC(=C)C.[CH:32]1[C:37]([NH:38][NH2:39])=[CH:36][CH:35]=[C:34]([S:40]([NH2:43])(=[O:42])=[O:41])[CH:33]=1.Cl, predict the reaction product. The product is: [CH3:1][C:2]([CH3:15])=[CH:3][C:4]1[CH:12]=[CH:11][CH:10]=[C:9]2[C:5]=1[C:6](=[N:39][NH:38][C:37]1[CH:36]=[CH:35][C:34]([S:40]([NH2:43])(=[O:41])=[O:42])=[CH:33][CH:32]=1)[C:7](=[O:13])[NH:8]2. (3) The product is: [CH3:1][N:2]([CH3:36])[C:3]([C:5]1[CH:6]=[C:7]([S:11]([C:13]2[CH:22]=[C:21]3[C:16]([C:17]([NH:26][C:27]4[CH:32]=[CH:31][CH:30]=[C:29]([O:33][CH3:34])[CH:28]=4)=[C:18]([C:23]([NH2:25])=[O:24])[CH:19]=[N:20]3)=[CH:15][CH:14]=2)=[O:12])[CH:8]=[CH:9][CH:10]=1)=[O:4]. Given the reactants [CH3:1][N:2]([CH3:36])[C:3]([C:5]1[CH:6]=[C:7]([S:11]([C:13]2[CH:22]=[C:21]3[C:16]([C:17]([NH:26][C:27]4[CH:32]=[CH:31][CH:30]=[C:29]([O:33][CH3:34])[CH:28]=4)=[C:18]([C:23]([NH2:25])=[O:24])[CH:19]=[N:20]3)=[CH:15][C:14]=2I)=[O:12])[CH:8]=[CH:9][CH:10]=1)=[O:4].C(N(CC)CC)C, predict the reaction product. (4) Given the reactants [F:1][C:2]1[CH:10]=[C:9]([F:11])[CH:8]=[C:7]([F:12])[C:3]=1[C:4](Cl)=[O:5].[C:13]([O:17][C:18]([N:20]1[CH2:25][CH2:24][CH:23]([O:26][C:27]2[CH:32]=[CH:31][CH:30]=[C:29]([NH2:33])[N:28]=2)[CH2:22][CH2:21]1)=[O:19])([CH3:16])([CH3:15])[CH3:14].C(N(CC)CC)C, predict the reaction product. The product is: [C:13]([O:17][C:18]([N:20]1[CH2:25][CH2:24][CH:23]([O:26][C:27]2[CH:32]=[CH:31][CH:30]=[C:29]([NH:33][C:4](=[O:5])[C:3]3[C:2]([F:1])=[CH:10][C:9]([F:11])=[CH:8][C:7]=3[F:12])[N:28]=2)[CH2:22][CH2:21]1)=[O:19])([CH3:16])([CH3:14])[CH3:15]. (5) Given the reactants [N+:1]([C:4]1[CH:5]=[C:6]([CH:10]([NH:18][C:19]2[C:28]3[C:23](=[C:24]([C:29]([NH2:31])=[O:30])[CH:25]=[CH:26][CH:27]=3)[N:22]=[CH:21][N:20]=2)[CH2:11][CH2:12][N:13]2[CH2:17][CH2:16][CH2:15][CH2:14]2)[CH:7]=[CH:8][CH:9]=1)([O-])=O, predict the reaction product. The product is: [NH2:1][C:4]1[CH:5]=[C:6]([CH:10]([NH:18][C:19]2[C:28]3[C:23](=[C:24]([C:29]([NH2:31])=[O:30])[CH:25]=[CH:26][CH:27]=3)[N:22]=[CH:21][N:20]=2)[CH2:11][CH2:12][N:13]2[CH2:14][CH2:15][CH2:16][CH2:17]2)[CH:7]=[CH:8][CH:9]=1. (6) Given the reactants [K].[C:2]([C:6]1[CH:11]=[CH:10][C:9]([S:12]([NH:15][C:16]2[C:21]([O:22][C:23]3[CH:28]=[CH:27][CH:26]=[CH:25][C:24]=3[O:29][CH3:30])=[C:20](Cl)[N:19]=[C:18]([C:32]3[N:37]=[CH:36][CH:35]=[CH:34][N:33]=3)[N:17]=2)(=[O:14])=[O:13])=[CH:8][CH:7]=1)([CH3:5])([CH3:4])[CH3:3].[OH-].[Ba+2].[OH-].[CH2:41]([OH:44])[CH2:42][OH:43], predict the reaction product. The product is: [CH3:3][C:2]([C:6]1[CH:11]=[CH:10][C:9]([S:12]([NH:15][C:16]2[C:21]([O:22][C:23]3[CH:28]=[CH:27][CH:26]=[CH:25][C:24]=3[O:29][CH3:30])=[C:20]([O:43][CH2:42][CH2:41][OH:44])[N:19]=[C:18]([C:32]3[N:37]=[CH:36][CH:35]=[CH:34][N:33]=3)[N:17]=2)(=[O:14])=[O:13])=[CH:8][CH:7]=1)([CH3:5])[CH3:4]. (7) Given the reactants [CH:1]1[C:13]2[CH:12]([CH2:14][O:15][C:16]([NH:18][C@@H:19]([CH2:27][C:28]3[CH:29]=[N:30][C:31]([C:34]4[CH:39]=[CH:38][CH:37]=[CH:36][C:35]=4[CH3:40])=[CH:32][CH:33]=3)[C:20]([O:22]C(C)(C)C)=[O:21])=[O:17])[C:11]3[C:6](=[CH:7][CH:8]=[CH:9][CH:10]=3)[C:5]=2[CH:4]=[CH:3][CH:2]=1.[Cl-:41].[Ca+2].[Cl-], predict the reaction product. The product is: [ClH:41].[CH:1]1[C:13]2[CH:12]([CH2:14][O:15][C:16]([NH:18][C@@H:19]([CH2:27][C:28]3[CH:29]=[N:30][C:31]([C:34]4[CH:39]=[CH:38][CH:37]=[CH:36][C:35]=4[CH3:40])=[CH:32][CH:33]=3)[C:20]([OH:22])=[O:21])=[O:17])[C:11]3[C:6](=[CH:7][CH:8]=[CH:9][CH:10]=3)[C:5]=2[CH:4]=[CH:3][CH:2]=1. (8) Given the reactants [CH3:1][C:2]1[CH:3]=[C:4]([CH:17]=[C:18]([N+:27]([O-])=O)[C:19]=1[NH:20][C:21](=O)[C:22]([F:25])([F:24])[F:23])[O:5][CH2:6][C:7]1[CH:16]=[CH:15][CH:14]=[CH:13][C:8]=1[C:9]([O:11][CH3:12])=[O:10].C(O)(=O)C, predict the reaction product. The product is: [CH3:1][C:2]1[C:19]2[N:20]=[C:21]([C:22]([F:25])([F:24])[F:23])[NH:27][C:18]=2[CH:17]=[C:4]([O:5][CH2:6][C:7]2[CH:16]=[CH:15][CH:14]=[CH:13][C:8]=2[C:9]([O:11][CH3:12])=[O:10])[CH:3]=1. (9) Given the reactants [NH2:1][C:2]1[CH:7]=[CH:6][C:5]([C:8]2[C:16]3[C:15]([NH2:17])=[N:14][CH:13]=[N:12][C:11]=3[N:10]([CH:18]3[CH2:23][CH2:22][O:21][CH2:20][CH2:19]3)[CH:9]=2)=[CH:4][C:3]=1[O:24][CH3:25].N1[CH:31]=[CH:30][CH:29]=CC=1.C1(CC[C:40](Cl)=[O:41])C=CC=CC=1.Cl[CH2:44]Cl, predict the reaction product. The product is: [NH2:17][C:15]1[C:16]2[C:8]([C:5]3[CH:6]=[CH:7][C:2]([NH:1][C:40](=[O:41])[C:30]([CH3:29])([CH3:31])[CH3:44])=[C:3]([O:24][CH3:25])[CH:4]=3)=[CH:9][N:10]([CH:18]3[CH2:19][CH2:20][O:21][CH2:22][CH2:23]3)[C:11]=2[N:12]=[CH:13][N:14]=1.